This data is from Catalyst prediction with 721,799 reactions and 888 catalyst types from USPTO. The task is: Predict which catalyst facilitates the given reaction. Reactant: CS(C)=O.C(Cl)(=O)C(Cl)=O.[OH:11][CH2:12][C:13]1([CH2:26][O:27][CH3:28])[CH2:18][CH2:17][N:16]([C:19]([O:21][C:22]([CH3:25])([CH3:24])[CH3:23])=[O:20])[CH2:15][CH2:14]1.C(N(CC)CC)C.Cl. Product: [CH:12]([C:13]1([CH2:26][O:27][CH3:28])[CH2:18][CH2:17][N:16]([C:19]([O:21][C:22]([CH3:23])([CH3:24])[CH3:25])=[O:20])[CH2:15][CH2:14]1)=[O:11]. The catalyst class is: 2.